Dataset: Catalyst prediction with 721,799 reactions and 888 catalyst types from USPTO. Task: Predict which catalyst facilitates the given reaction. Reactant: C[O:2][C:3](=[O:38])[CH2:4][CH2:5][CH2:6][NH:7][CH:8]1[CH2:13][CH2:12][CH:11]([CH2:14][NH:15][C:16]2[C:21]([N+:22]([O-:24])=[O:23])=[CH:20][N:19]=[C:18]([NH:25][CH2:26][C:27]3[CH:32]=[CH:31][CH:30]=[CH:29][C:28]=3[O:33][C:34]([F:37])([F:36])[F:35])[N:17]=2)[CH2:10][CH2:9]1.CO.O.[Li+].[OH-]. Product: [N+:22]([C:21]1[C:16]([NH:15][CH2:14][C@H:11]2[CH2:12][CH2:13][C@H:8]([NH:7][CH2:6][CH2:5][CH2:4][C:3]([OH:38])=[O:2])[CH2:9][CH2:10]2)=[N:17][C:18]([NH:25][CH2:26][C:27]2[CH:32]=[CH:31][CH:30]=[CH:29][C:28]=2[O:33][C:34]([F:37])([F:36])[F:35])=[N:19][CH:20]=1)([O-:24])=[O:23]. The catalyst class is: 5.